This data is from Forward reaction prediction with 1.9M reactions from USPTO patents (1976-2016). The task is: Predict the product of the given reaction. (1) Given the reactants CS(O)(=O)=O.[NH2:6][CH2:7][C:8]1[CH:9]=[C:10]2[C:14](=[CH:15][CH:16]=1)[C:13](=[O:17])[N:12]([CH:18]1[CH2:23][CH2:22][C:21](=[O:24])[NH:20][C:19]1=[O:25])[CH2:11]2.[CH:26]1([N:32]=[C:33]=[O:34])[CH2:31][CH2:30][CH2:29][CH2:28][CH2:27]1.C(N(CC)CC)C.Cl, predict the reaction product. The product is: [CH:26]1([NH:32][C:33]([NH:6][CH2:7][C:8]2[CH:9]=[C:10]3[C:14](=[CH:15][CH:16]=2)[C:13](=[O:17])[N:12]([CH:18]2[CH2:23][CH2:22][C:21](=[O:24])[NH:20][C:19]2=[O:25])[CH2:11]3)=[O:34])[CH2:31][CH2:30][CH2:29][CH2:28][CH2:27]1. (2) Given the reactants [C:1]1(=[O:7])[O:6][C:4](=[O:5])[CH2:3][CH2:2]1.[CH2:8]([C:11]#[N:12])[CH2:9][OH:10], predict the reaction product. The product is: [C:11]([CH2:8][CH2:9][O:10][C:4](=[O:5])[CH2:3][CH2:2][C:1]([OH:6])=[O:7])#[N:12]. (3) Given the reactants [I:1][C:2]1[CH:8]=[CH:7][C:5]([NH2:6])=[CH:4][CH:3]=1.[F:9][C:10]1[CH:17]=[CH:16][CH:15]=[CH:14][C:11]=1[CH:12]=O.C(O[BH-](OC(=O)C)OC(=O)C)(=O)C.O, predict the reaction product. The product is: [F:9][C:10]1[CH:17]=[CH:16][CH:15]=[CH:14][C:11]=1[CH2:12][NH:6][C:5]1[CH:7]=[CH:8][C:2]([I:1])=[CH:3][CH:4]=1. (4) Given the reactants [CH2:1]1[C:4]2([O:9][CH2:8][CH:7]([CH2:10][O:11][C:12]3[C:17]([CH3:18])=[CH:16][N:15]=[C:14]([CH2:19][S:20][C:21]4[NH:25][C:24]5[CH:26]=[CH:27][CH:28]=[CH:29][C:23]=5[N:22]=4)[C:13]=3[CH3:30])[CH2:6][O:5]2)[CH2:3][CH2:2]1.ClC1C=CC=C(C(OO)=[O:39])C=1.C(=O)([O-])O.[Na+], predict the reaction product. The product is: [CH2:3]1[C:4]2([O:5][CH2:6][CH:7]([CH2:10][O:11][C:12]3[C:17]([CH3:18])=[CH:16][N:15]=[C:14]([CH2:19][S:20]([C:21]4[NH:22][C:23]5[CH:29]=[CH:28][CH:27]=[CH:26][C:24]=5[N:25]=4)=[O:39])[C:13]=3[CH3:30])[CH2:8][O:9]2)[CH2:1][CH2:2]1. (5) Given the reactants [CH3:1][O:2][C:3]1[CH:8]=[CH:7][C:6]([C:9]2[N:14]=[C:13]([CH2:15][CH2:16][O:17][C:18]3[CH:19]=[C:20]4[C:24](=[CH:25][CH:26]=3)[C@H:23]([CH2:27][C:28]([O:30]CC)=[O:29])[CH2:22][CH2:21]4)[C:12]([CH3:33])=[CH:11][CH:10]=2)=[CH:5][CH:4]=1.[Li+].[OH-].CO.O, predict the reaction product. The product is: [CH3:1][O:2][C:3]1[CH:4]=[CH:5][C:6]([C:9]2[N:14]=[C:13]([CH2:15][CH2:16][O:17][C:18]3[CH:19]=[C:20]4[C:24](=[CH:25][CH:26]=3)[C@H:23]([CH2:27][C:28]([OH:30])=[O:29])[CH2:22][CH2:21]4)[C:12]([CH3:33])=[CH:11][CH:10]=2)=[CH:7][CH:8]=1. (6) Given the reactants C(OC(=O)[NH:7][C@H:8]([C:10]1[N:14]([C@H:15]2[CH2:18][C@H:17]([O:19][CH3:20])[CH2:16]2)[C:13]2[CH:21]=[C:22]([F:25])[CH:23]=[CH:24][C:12]=2[N:11]=1)[CH3:9])(C)(C)C.C(O)(C(F)(F)F)=O, predict the reaction product. The product is: [F:25][C:22]1[CH:23]=[CH:24][C:12]2[N:11]=[C:10]([C@@H:8]([NH2:7])[CH3:9])[N:14]([C@H:15]3[CH2:18][C@@H:17]([O:19][CH3:20])[CH2:16]3)[C:13]=2[CH:21]=1.